This data is from hERG potassium channel inhibition data for cardiac toxicity prediction from Karim et al.. The task is: Regression/Classification. Given a drug SMILES string, predict its toxicity properties. Task type varies by dataset: regression for continuous values (e.g., LD50, hERG inhibition percentage) or binary classification for toxic/non-toxic outcomes (e.g., AMES mutagenicity, cardiotoxicity, hepatotoxicity). Dataset: herg_karim. The molecule is CC(C)(O)[C@H]1CC[C@H](Nc2ccc3ncc(-c4cccc(Cl)c4)n3n2)CC1. The result is 0 (non-blocker).